From a dataset of Forward reaction prediction with 1.9M reactions from USPTO patents (1976-2016). Predict the product of the given reaction. (1) Given the reactants C(NC(C)C)(C)C.C([Li])CCC.[F:13][C:14]1[CH:30]=[CH:29][C:17]([CH2:18][NH:19][C:20]([C:22]2[CH:27]=[C:26]([Cl:28])[CH:25]=[CH:24][N:23]=2)=[O:21])=[CH:16][CH:15]=1.[Li+].CC([N-]C(C)C)C.C1C[O:42]CC1, predict the reaction product. The product is: [F:13][C:14]1[CH:30]=[CH:29][C:17]([CH2:18][NH:19][C:20]([C:22]2[C:27]([OH:42])=[C:26]([Cl:28])[CH:25]=[CH:24][N:23]=2)=[O:21])=[CH:16][CH:15]=1. (2) Given the reactants [NH2:1][C:2]1[C:11]2[N:12]=[C:13]([CH2:39][O:40][CH2:41][CH3:42])[N:14]([CH2:15][CH2:16][CH2:17][N:18]([CH2:23][C:24]3[CH:25]=[C:26]([CH:36]=[CH:37][CH:38]=3)[O:27][C:28]([CH3:35])([CH3:34])[C:29]([O:31][CH2:32][CH3:33])=[O:30])[C:19](=[O:22])[CH2:20]Cl)[C:10]=2[C:9]2[CH:8]=[CH:7][CH:6]=[CH:5][C:4]=2[N:3]=1.[NH:43]([CH2:46][CH3:47])[CH2:44][CH3:45].N, predict the reaction product. The product is: [NH2:1][C:2]1[C:11]2[N:12]=[C:13]([CH2:39][O:40][CH2:41][CH3:42])[N:14]([CH2:15][CH2:16][CH2:17][N:18]([CH2:23][C:24]3[CH:25]=[C:26]([CH:36]=[CH:37][CH:38]=3)[O:27][C:28]([CH3:35])([CH3:34])[C:29]([O:31][CH2:32][CH3:33])=[O:30])[C:19](=[O:22])[CH2:20][N:43]([CH2:46][CH3:47])[CH2:44][CH3:45])[C:10]=2[C:9]2[CH:8]=[CH:7][CH:6]=[CH:5][C:4]=2[N:3]=1. (3) Given the reactants [F:1][C:2]1[CH:7]=[CH:6][C:5]([F:8])=[CH:4][C:3]=1[C@H:9]1[CH2:13][CH2:12][CH2:11][N:10]1[C:14]1[CH:19]=[CH:18][N:17]2[N:20]=[CH:21][C:22]([NH2:23])=[C:16]2[N:15]=1.[OH:24][C@@H:25]1[CH2:29][CH2:28][C@H:27]([C:30](O)=[O:31])[CH2:26]1.F[B-](F)(F)F.N1(OC(N(C)C)=[N+](C)C)C2C=CC=CC=2N=N1.CCN(C(C)C)C(C)C, predict the reaction product. The product is: [F:1][C:2]1[CH:7]=[CH:6][C:5]([F:8])=[CH:4][C:3]=1[C@H:9]1[CH2:13][CH2:12][CH2:11][N:10]1[C:14]1[CH:19]=[CH:18][N:17]2[N:20]=[CH:21][C:22]([NH:23][C:30]([C@H:27]3[CH2:28][CH2:29][C@@H:25]([OH:24])[CH2:26]3)=[O:31])=[C:16]2[N:15]=1.